The task is: Predict the reaction yield, written as a fraction of the theoretical maximum amount of product (1.0 means a 100% yield; for example, 0.34 means a 34% yield).. This data is from Reaction yield outcomes from USPTO patents with 853,638 reactions. The reactants are [F:1][C:2]([F:7])([F:6])[CH2:3][CH2:4][OH:5].[Cl:8][C:9]1[N:14]=[CH:13][C:12](O)=[CH:11][N:10]=1. No catalyst specified. The product is [Cl:8][C:9]1[N:14]=[CH:13][C:12]([O:5][CH2:4][CH2:3][C:2]([F:7])([F:6])[F:1])=[CH:11][N:10]=1. The yield is 0.920.